From a dataset of Peptide-MHC class II binding affinity with 134,281 pairs from IEDB. Regression. Given a peptide amino acid sequence and an MHC pseudo amino acid sequence, predict their binding affinity value. This is MHC class II binding data. The peptide sequence is KGNKTCGFVDERGLY. The MHC is DRB1_0404 with pseudo-sequence DRB1_0404. The binding affinity (normalized) is 0.0226.